This data is from Catalyst prediction with 721,799 reactions and 888 catalyst types from USPTO. The task is: Predict which catalyst facilitates the given reaction. (1) Reactant: [OH-].[Na+].[CH3:3][C:4]1[CH:5]=[CH:6][CH:7]=[C:8]2[C:12]=1[C:11](=[O:13])[CH2:10][CH2:9]2.[F:14][C:15]1[CH:22]=[CH:21][C:18]([CH:19]=O)=[CH:17][CH:16]=1. Product: [F:14][C:15]1[CH:22]=[CH:21][C:18]([CH:19]=[C:10]2[CH2:9][C:8]3[C:12](=[C:4]([CH3:3])[CH:5]=[CH:6][CH:7]=3)[C:11]2=[O:13])=[CH:17][CH:16]=1. The catalyst class is: 8. (2) Reactant: [Cl:1][C:2]1[N:10]=[CH:9][N:8]=[C:7]2[C:3]=1[NH:4][CH:5]=[N:6]2.[C:11]([O:19][CH2:20][C@@H:21]1[C@@H:25]([F:26])[C@:24]([O:28][C:29](=[O:36])[C:30]2[CH:35]=[CH:34][CH:33]=[CH:32][CH:31]=2)([CH3:27])[CH:23](OC(=O)C)[O:22]1)(=[O:18])[C:12]1[CH:17]=[CH:16][CH:15]=[CH:14][CH:13]=1.C1CCN2C(=NCCC2)CC1.O([Si](C)(C)C)S(C(F)(F)F)(=O)=O. Product: [C:11]([O:19][CH2:20][C@@H:21]1[C@@H:25]([F:26])[C@:24]([O:28][C:29](=[O:36])[C:30]2[CH:31]=[CH:32][CH:33]=[CH:34][CH:35]=2)([CH3:27])[C@H:23]([N:6]2[CH:5]=[N:4][C:3]3[C:7]2=[N:8][CH:9]=[N:10][C:2]=3[Cl:1])[O:22]1)(=[O:18])[C:12]1[CH:17]=[CH:16][CH:15]=[CH:14][CH:13]=1. The catalyst class is: 210. (3) Reactant: [C:1]([C:3]1[CH:11]=[CH:10][C:6]([C:7](Cl)=[O:8])=[CH:5][CH:4]=1)#[N:2].[C:12]([N:16]1[C:20](=[O:21])[C:19]([NH:22][CH:23]2[CH2:28][CH2:27][NH:26][CH2:25][CH2:24]2)=[C:18]([C:29]2[CH:34]=[CH:33][CH:32]=[CH:31][CH:30]=2)[S:17]1(=[O:36])=[O:35])([CH3:15])([CH3:14])[CH3:13]. Product: [C:12]([N:16]1[C:20](=[O:21])[C:19]([NH:22][CH:23]2[CH2:28][CH2:27][N:26]([C:7]([C:6]3[CH:10]=[CH:11][C:3]([C:1]#[N:2])=[CH:4][CH:5]=3)=[O:8])[CH2:25][CH2:24]2)=[C:18]([C:29]2[CH:30]=[CH:31][CH:32]=[CH:33][CH:34]=2)[S:17]1(=[O:36])=[O:35])([CH3:15])([CH3:13])[CH3:14]. The catalyst class is: 3. (4) The catalyst class is: 5. Product: [OH:1][CH2:2][CH:3]([N:8]1[C:12]2[CH:13]=[CH:14][CH:15]=[CH:16][C:11]=2[S:10][C:9]1=[N:17][C:18](=[O:29])[C:19]1[CH:24]=[CH:23][CH:22]=[C:21]([C:25]([F:28])([F:26])[F:27])[CH:20]=1)[C:4]([OH:6])=[O:5]. Reactant: [OH:1][CH2:2][CH:3]([N:8]1[C:12]2[CH:13]=[CH:14][CH:15]=[CH:16][C:11]=2[S:10][C:9]1=[N:17][C:18](=[O:29])[C:19]1[CH:24]=[CH:23][CH:22]=[C:21]([C:25]([F:28])([F:27])[F:26])[CH:20]=1)[C:4]([O:6]C)=[O:5].[OH-].[Na+]. (5) Reactant: [NH2:1][CH2:2][C:3]1[C:12]2[C:7](=[CH:8][C:9]([O:15][CH3:16])=[C:10]([O:13][CH3:14])[CH:11]=2)[C:6]([C:17]([C:19]2[CH:24]=[C:23]([O:25][CH3:26])[CH:22]=[CH:21][C:20]=2[F:27])=[O:18])=[N:5][CH:4]=1.Cl.[CH3:29][S:30](Cl)(=[O:32])=[O:31].C(N(CC)C(C)C)(C)C. Product: [F:27][C:20]1[CH:21]=[CH:22][C:23]([O:25][CH3:26])=[CH:24][C:19]=1[C:17]([C:6]1[C:7]2[C:12](=[CH:11][C:10]([O:13][CH3:14])=[C:9]([O:15][CH3:16])[CH:8]=2)[C:3]([CH2:2][NH:1][S:30]([CH3:29])(=[O:32])=[O:31])=[CH:4][N:5]=1)=[O:18]. The catalyst class is: 2. (6) Reactant: [H-].[H-].[H-].[H-].[Li+].[Al+3].[F:7][C:8]1[CH:13]=[CH:12][C:11]([C:14]2[N:15]=[C:16](/[CH:24]=[CH:25]/[C:26]3[CH:31]=[CH:30][C:29]([N:32]4[CH:36]=[C:35]([CH3:37])[N:34]=[CH:33]4)=[C:28]([O:38][CH3:39])[CH:27]=3)[N:17]3[CH2:22][CH2:21][O:20][C:19](=[O:23])[C:18]=23)=[CH:10][CH:9]=1.C(OCC)(=O)C.O.C(=O)(O)[O-].[Na+]. Product: [F:7][C:8]1[CH:9]=[CH:10][C:11]([C:14]2[N:15]=[C:16](/[CH:24]=[CH:25]/[C:26]3[CH:31]=[CH:30][C:29]([N:32]4[CH:36]=[C:35]([CH3:37])[N:34]=[CH:33]4)=[C:28]([O:38][CH3:39])[CH:27]=3)[N:17]([CH2:22][CH2:21][OH:20])[C:18]=2[CH2:19][OH:23])=[CH:12][CH:13]=1. The catalyst class is: 1. (7) Reactant: [NH2:1][C:2]1[N:7]=[C:6]([CH3:8])[N:5]=[C:4]([C:9]2[N:13]3[N:14]=[CH:15][CH:16]=[CH:17][C:12]3=[N:11][C:10]=2[NH:18][C:19]2[CH:23]=[CH:22][NH:21][N:20]=2)[CH:3]=1.C1(C)C=CC(S(O)(=O)=O)=CC=1.Cl[C:36]1[NH:40][C:39]2[CH:41]=[CH:42][CH:43]=[CH:44][C:38]=2[N:37]=1. Product: [NH:37]1[C:38]2[CH:44]=[CH:43][CH:42]=[CH:41][C:39]=2[N:40]=[C:36]1[N:21]1[CH:22]=[CH:23][C:19]([NH:18][C:10]2[N:11]=[C:12]3[CH:17]=[CH:16][CH:15]=[N:14][N:13]3[C:9]=2[C:4]2[CH:3]=[C:2]([NH2:1])[N:7]=[C:6]([CH3:8])[N:5]=2)=[N:20]1. The catalyst class is: 868. (8) Reactant: C(OC([N:8]1[CH2:13][CH2:12][N:11]([C:14]2[CH:19]=[N:18][C:17]([NH2:20])=[C:16]([C:21](=[O:29])[NH:22][C:23]3[CH:28]=[CH:27][CH:26]=[CH:25][N:24]=3)[N:15]=2)[CH2:10][CH2:9]1)=O)(C)(C)C.C(O)(C(F)(F)F)=O. Product: [NH2:20][C:17]1[C:16]([C:21]([NH:22][C:23]2[CH:28]=[CH:27][CH:26]=[CH:25][N:24]=2)=[O:29])=[N:15][C:14]([N:11]2[CH2:10][CH2:9][NH:8][CH2:13][CH2:12]2)=[CH:19][N:18]=1. The catalyst class is: 512. (9) Reactant: [CH3:1][C:2]([CH3:5])([O-:4])[CH3:3].[Na+].Cl[CH2:8][C:9]([OH:11])=[O:10]. Product: [C:2]([O:4][CH2:8][C:9]([OH:11])=[O:10])([CH3:5])([CH3:3])[CH3:1]. The catalyst class is: 107. (10) The catalyst class is: 512. Product: [CH:1]1([O:6][C:7](=[O:52])[C@@H:8]([NH:15][CH2:16][C:17]2[CH:22]=[CH:21][CH:20]=[C:19]([NH:23][CH2:24][C:25]3[CH:26]=[CH:27][C:28]4[CH:32]=[C:31]([C:33](=[O:43])[NH:34][OH:35])[S:30][C:29]=4[CH:44]=3)[CH:18]=2)[C:9]2[CH:14]=[CH:13][CH:12]=[CH:11][CH:10]=2)[CH2:5][CH2:4][CH2:3][CH2:2]1. Reactant: [CH:1]1([O:6][C:7](=[O:52])[C@@H:8]([N:15](C(OC(C)(C)C)=O)[CH2:16][C:17]2[CH:22]=[CH:21][CH:20]=[C:19]([NH:23][CH2:24][C:25]3[CH:26]=[CH:27][C:28]4[CH:32]=[C:31]([C:33](=[O:43])[NH:34][O:35]C(OCC(C)C)C)[S:30][C:29]=4[CH:44]=3)[CH:18]=2)[C:9]2[CH:14]=[CH:13][CH:12]=[CH:11][CH:10]=2)[CH2:5][CH2:4][CH2:3][CH2:2]1.C(O)(C(F)(F)F)=O.